This data is from Catalyst prediction with 721,799 reactions and 888 catalyst types from USPTO. The task is: Predict which catalyst facilitates the given reaction. (1) Reactant: [C:1]1([C:13]2[C:14](=[O:29])[NH:15][C:16](=[O:28])[C:17]=2[C:18]2[C:26]3[C:21](=[CH:22][CH:23]=[C:24]([Br:27])[CH:25]=3)[NH:20][CH:19]=2)[C:11]2=[C:12]3[C:7](=[CH:8][CH:9]=[CH:10]2)[CH2:6][CH2:5][CH2:4][N:3]3[CH:2]=1. Product: [C:1]1([C@H:13]2[C@H:17]([C:18]3[C:26]4[C:21](=[CH:22][CH:23]=[C:24]([Br:27])[CH:25]=4)[NH:20][CH:19]=3)[C:16](=[O:28])[NH:15][C:14]2=[O:29])[C:11]2=[C:12]3[C:7](=[CH:8][CH:9]=[CH:10]2)[CH2:6][CH2:5][CH2:4][N:3]3[CH:2]=1. The catalyst class is: 5. (2) Reactant: Cl[C:2]1[C:11]2[C:6](=[CH:7][C:8]([C:12]3[CH:17]=[CH:16][CH:15]=[CH:14][CH:13]=3)=[CH:9][CH:10]=2)[N:5]=[CH:4][C:3]=1[N+:18]([O-:20])=[O:19].[C:21]([O:25][C:26]([N:28]1[CH2:33][CH2:32][CH:31]([CH2:34][NH2:35])[CH2:30][CH2:29]1)=[O:27])([CH3:24])([CH3:23])[CH3:22]. Product: [N+:18]([C:3]1[CH:4]=[N:5][C:6]2[C:11]([C:2]=1[NH:35][CH2:34][CH:31]1[CH2:32][CH2:33][N:28]([C:26]([O:25][C:21]([CH3:24])([CH3:23])[CH3:22])=[O:27])[CH2:29][CH2:30]1)=[CH:10][CH:9]=[C:8]([C:12]1[CH:17]=[CH:16][CH:15]=[CH:14][CH:13]=1)[CH:7]=2)([O-:20])=[O:19]. The catalyst class is: 27. (3) Reactant: [H-].[Na+].[OH:3][C@H:4]1[CH2:8][CH2:7][N:6]([C:9]([O:11][C:12]([CH3:15])([CH3:14])[CH3:13])=[O:10])[CH2:5]1.Cl[C:17]1[N:25]=[CH:24][N:23]=[C:22]2[C:18]=1[N:19]=[CH:20][N:21]2[CH2:26][CH3:27]. Product: [CH2:26]([N:21]1[CH:20]=[N:19][C:18]2[C:22]1=[N:23][CH:24]=[N:25][C:17]=2[O:3][C@H:4]1[CH2:8][CH2:7][N:6]([C:9]([O:11][C:12]([CH3:15])([CH3:14])[CH3:13])=[O:10])[CH2:5]1)[CH3:27]. The catalyst class is: 1. (4) Reactant: Cl[C:2]1[C:7]([C:8]#[N:9])=[N:6][CH:5]=[CH:4][N:3]=1.C([O-])([O-])=O.[Cs+].[Cs+].[CH3:16][NH:17][S:18]([C:21]1[CH:26]=[CH:25][CH:24]=[CH:23][CH:22]=1)(=[O:20])=[O:19]. Product: [C:8]([C:7]1[C:2]([N:17]([CH3:16])[S:18]([C:21]2[CH:26]=[CH:25][CH:24]=[CH:23][CH:22]=2)(=[O:20])=[O:19])=[N:3][CH:4]=[CH:5][N:6]=1)#[N:9]. The catalyst class is: 10. (5) Reactant: C([N:3]1[C:15]2[C:14]([O:16][CH3:17])=[CH:13][CH:12]=[C:11]([S:18]([NH:21][C:22]3[CH:27]=[CH:26][C:25]([O:28][CH3:29])=[CH:24][CH:23]=3)(=[O:20])=[O:19])[C:10]=2[C:9]2[C:4]1=[CH:5][CH:6]=[CH:7][CH:8]=2)=O.[BH4-].[Na+]. Product: [CH3:17][O:16][C:14]1[C:15]2[NH:3][C:4]3[C:9](=[CH:8][CH:7]=[CH:6][CH:5]=3)[C:10]=2[C:11]([S:18]([NH:21][C:22]2[CH:23]=[CH:24][C:25]([O:28][CH3:29])=[CH:26][CH:27]=2)(=[O:19])=[O:20])=[CH:12][CH:13]=1. The catalyst class is: 1. (6) Reactant: [Br:1][C:2]1[N:6]([CH3:7])[N:5]=[CH:4][C:3]=1[C:8]#[N:9].C([Sn](Cl)(CCCC)CCCC)CCC.[N-:24]=[N+:25]=[N-:26].[Na+].Cl. Product: [Br:1][C:2]1[N:6]([CH3:7])[N:5]=[CH:4][C:3]=1[C:8]1[N:24]=[N:25][NH:26][N:9]=1. The catalyst class is: 11. (7) Reactant: [Br:1][C:2]1[O:6][C:5]([C:7]#[N:8])=[CH:4][CH:3]=1.[N-:9]=[N+:10]=[N-:11].[Na+].Cl.C(N(CC)CC)C. Product: [Br:1][C:2]1[O:6][C:5]([C:7]2[NH:11][N:10]=[N:9][N:8]=2)=[CH:4][CH:3]=1. The catalyst class is: 11.